Dataset: Forward reaction prediction with 1.9M reactions from USPTO patents (1976-2016). Task: Predict the product of the given reaction. (1) Given the reactants B(Br)(Br)Br.C[O:6][C:7]1[CH:8]=[C:9]2[C:13](=[CH:14][CH:15]=1)[CH2:12][CH:11]([N:16]1[CH2:21][CH2:20][CH2:19][CH2:18][CH2:17]1)[CH2:10]2, predict the reaction product. The product is: [N:16]1([CH:11]2[CH2:10][C:9]3[C:13](=[CH:14][CH:15]=[C:7]([OH:6])[CH:8]=3)[CH2:12]2)[CH2:17][CH2:18][CH2:19][CH2:20][CH2:21]1. (2) The product is: [CH3:17][N:16]1[C:3]2[C:2]([N:26]([CH3:27])[CH3:25])=[N:7][C:6]([C:8]3[CH:13]=[CH:12][CH:11]=[CH:10][CH:9]=3)=[N:5][C:4]=2[C:14]([CH3:18])=[N:15]1. Given the reactants Cl[C:2]1[C:3]2[N:16]([CH3:17])[N:15]=[C:14]([CH3:18])[C:4]=2[N:5]=[C:6]([C:8]2[CH:13]=[CH:12][CH:11]=[CH:10][CH:9]=2)[N:7]=1.C([O-])([O-])=O.[Na+].[Na+].[CH3:25][N:26](C)[CH:27]=O, predict the reaction product. (3) Given the reactants [Cl:1][C:2]1[C:3]([O:10][C:11]2[CH:19]=[CH:18][C:14]([C:15]([NH2:17])=[O:16])=[CH:13][CH:12]=2)=[N:4][CH:5]=[C:6]([CH:8]=O)[CH:7]=1.[S:20]1[CH:24]=[CH:23][CH:22]=[C:21]1[CH2:25][CH2:26][NH2:27], predict the reaction product. The product is: [Cl:1][C:2]1[C:3]([O:10][C:11]2[CH:19]=[CH:18][C:14]([C:15]([NH2:17])=[O:16])=[CH:13][CH:12]=2)=[N:4][CH:5]=[C:6]([CH2:8][NH:27][CH2:26][CH2:25][C:21]2[S:20][CH:24]=[CH:23][CH:22]=2)[CH:7]=1. (4) The product is: [C:35]([C:39]1[O:55][C:43]2=[C:44]3[C:49]4=[C:50]([CH2:52][CH2:53][CH2:54][N:48]4[CH2:47][CH2:46][CH2:45]3)[CH:51]=[C:42]2/[C:41](=[CH:56]/[CH:57]=[CH:29]/[C:10]2[C:11]([CH2:21][CH2:22][CH2:23][CH2:24][S:25]([O-:28])(=[O:27])=[O:26])([CH3:20])[C:12]3[C:17](=[C:16]([F:18])[CH:15]=[C:14]([F:19])[CH:13]=3)[N+:9]=2[CH2:8][CH2:7][CH2:6][CH2:5][CH2:4][C:1]([OH:3])=[O:2])/[CH:40]=1)([CH3:38])([CH3:37])[CH3:36]. Given the reactants [C:1]([CH2:4][CH2:5][CH2:6][CH2:7][CH2:8][N+:9]1[C:17]2[C:12](=[CH:13][C:14]([F:19])=[CH:15][C:16]=2[F:18])[C:11]([CH2:21][CH2:22][CH2:23][CH2:24][S:25]([O-:28])(=[O:27])=[O:26])([CH3:20])[C:10]=1[CH3:29])([OH:3])=[O:2].F[B-](F)(F)F.[C:35]([C:39]1[CH:40]=[C:41]([CH3:56])[C:42]2[C:43]([O+:55]=1)=[C:44]1[C:49]3=[C:50]([CH2:52][CH2:53][CH2:54][N:48]3[CH2:47][CH2:46][CH2:45]1)[CH:51]=2)([CH3:38])([CH3:37])[CH3:36].[CH:57](OCC)(OCC)OCC.N1C=CC=CC=1, predict the reaction product. (5) Given the reactants [CH3:1][C:2]1[CH:8]=[CH:7][C:5]([NH2:6])=[CH:4][C:3]=1[N:9]1[C:16]2[N:12]([N:13]=[C:14]([C:17]3[CH:18]=[N:19][CH:20]=[CH:21][CH:22]=3)[CH:15]=2)[CH:11]=[CH:10]1.[C:23]([C:25]1[CH:26]=[C:27]([CH:31]=[C:32]([O:34][C:35]([F:38])([F:37])[F:36])[CH:33]=1)[C:28](O)=[O:29])#[N:24], predict the reaction product. The product is: [C:23]([C:25]1[CH:26]=[C:27]([CH:31]=[C:32]([O:34][C:35]([F:36])([F:38])[F:37])[CH:33]=1)[C:28]([NH:6][C:5]1[CH:7]=[CH:8][C:2]([CH3:1])=[C:3]([N:9]2[C:16]3[N:12]([N:13]=[C:14]([C:17]4[CH:18]=[N:19][CH:20]=[CH:21][CH:22]=4)[CH:15]=3)[CH:11]=[CH:10]2)[CH:4]=1)=[O:29])#[N:24]. (6) Given the reactants [OH-:1].[Na+].[CH:3]([C:6]1[CH:11]=[CH:10][C:9]([NH:12][C:13]2[O:17][C:16]([C:18]([NH:20][C:21]3[CH:22]=[CH:23][C:24]([O:27][CH:28]4[CH2:31][CH:30]([C:32]([O:34]CCC5C=CC=CC=5)=[O:33])[CH2:29]4)=[N:25][CH:26]=3)=[O:19])=[N:15][N:14]=2)=[CH:8][CH:7]=1)([CH3:5])[CH3:4].[CH:43]([C:46]1[CH:51]=[CH:50][C:49]([NH:52][C:53]2[O:57][C:56]([C:58]([NH:60][C:61]3[CH:62]=[CH:63][C:64](OC4CC(C(O)=O)C4)=[N:65][CH:66]=3)=[O:59])=[N:55][N:54]=2)=[CH:48][CH:47]=1)([CH3:45])[CH3:44], predict the reaction product. The product is: [CH:43]([C:46]1[CH:51]=[CH:50][C:49]([NH:52][C:53]2[O:57][C:56]([C:58]([NH:60][C:61]3[CH:62]=[CH:63][C:64]([C:24]([O:27][C@@H:28]4[CH2:31][C@H:30]([C:32]([OH:34])=[O:33])[CH2:29]4)=[O:1])=[N:65][CH:66]=3)=[O:59])=[N:55][N:54]=2)=[CH:48][CH:47]=1)([CH3:45])[CH3:44].[CH:3]([C:6]1[CH:7]=[CH:8][C:9]([NH:12][C:13]2[O:17][C:16]([C:18]([NH:20][C:21]3[CH:22]=[CH:23][C:24]([O:27][C@H:28]4[CH2:29][C@H:30]([C:32]([OH:34])=[O:33])[CH2:31]4)=[N:25][CH:26]=3)=[O:19])=[N:15][N:14]=2)=[CH:10][CH:11]=1)([CH3:5])[CH3:4]. (7) The product is: [O:1]1[CH:5]=[CH:4][CH:3]=[C:2]1[C:6]1[O:7][C:8]([CH3:45])=[C:9]([CH2:11][O:12][C:13]2[CH:42]=[CH:41][C:16]([C:17]([N:19]([CH3:48])[C:20]3[C:24](/[CH:25]=[CH:26]/[P:27](=[O:34])([O:28][CH2:29][CH3:30])[O:31][CH2:32][CH3:33])=[CH:23][N:22]([C:35]4[CH:36]=[CH:37][CH:38]=[CH:39][CH:40]=4)[N:21]=3)=[O:18])=[CH:15][C:14]=2[O:43][CH3:44])[N:10]=1. Given the reactants [O:1]1[CH:5]=[CH:4][CH:3]=[C:2]1[C:6]1[O:7][C:8]([CH3:45])=[C:9]([CH2:11][O:12][C:13]2[CH:42]=[CH:41][C:16]([C:17]([NH:19][C:20]3[C:24](/[CH:25]=[CH:26]/[P:27](=[O:34])([O:31][CH2:32][CH3:33])[O:28][CH2:29][CH3:30])=[CH:23][N:22]([C:35]4[CH:40]=[CH:39][CH:38]=[CH:37][CH:36]=4)[N:21]=3)=[O:18])=[CH:15][C:14]=2[O:43][CH3:44])[N:10]=1.[H-].[Na+].[CH3:48]N(C)C=O.CI, predict the reaction product. (8) Given the reactants [C:1]([C:3]1[CH:12]=[C:11]2[C:6]([CH2:7][CH2:8][NH:9][CH2:10]2)=[CH:5][CH:4]=1)#[N:2].C([O-])([O-])=O.[K+].[K+].Br[CH2:20][CH2:21][C:22]([O:24][C:25]([CH3:28])([CH3:27])[CH3:26])=[O:23], predict the reaction product. The product is: [C:1]([C:3]1[CH:12]=[C:11]2[C:6]([CH2:7][CH2:8][N:9]([CH2:20][CH2:21][C:22]([O:24][C:25]([CH3:28])([CH3:27])[CH3:26])=[O:23])[CH2:10]2)=[CH:5][CH:4]=1)#[N:2]. (9) Given the reactants [OH:1][C@@H:2]([CH3:15])[C:3]([O:5][CH2:6][C:7]1[CH:12]=[CH:11][C:10]([O:13][CH3:14])=[CH:9][CH:8]=1)=[O:4].[C:16]([NH:26][C@H:27]([C:31](O)=[O:32])[CH:28]([CH3:30])[CH3:29])([O:18][CH2:19][C:20]1[CH:25]=[CH:24][CH:23]=[CH:22][CH:21]=1)=[O:17].C1CCC(N=C=NC2CCCCC2)CC1, predict the reaction product. The product is: [C:16]([NH:26][C@H:27]([C:31]([O:1][C@@H:2]([CH3:15])[C:3]([O:5][CH2:6][C:7]1[CH:8]=[CH:9][C:10]([O:13][CH3:14])=[CH:11][CH:12]=1)=[O:4])=[O:32])[CH:28]([CH3:30])[CH3:29])([O:18][CH2:19][C:20]1[CH:25]=[CH:24][CH:23]=[CH:22][CH:21]=1)=[O:17]. (10) The product is: [Br:1][C:2]1[CH:10]=[CH:9][C:5]([C:6]([NH:15][CH:13]([CH3:14])[CH3:12])=[O:8])=[C:4]([F:11])[CH:3]=1. Given the reactants [Br:1][C:2]1[CH:10]=[CH:9][C:5]([C:6]([OH:8])=O)=[C:4]([F:11])[CH:3]=1.[CH3:12][CH:13]([NH2:15])[CH3:14], predict the reaction product.